Dataset: Full USPTO retrosynthesis dataset with 1.9M reactions from patents (1976-2016). Task: Predict the reactants needed to synthesize the given product. (1) The reactants are: Br[C:2]12[CH2:11][CH:6]3[CH2:7][CH:8]([CH2:10][CH:4]([CH2:5]3)[CH2:3]1)[CH2:9]2.C(OC(=O)CC[SH:18])C.[Li+].[OH-].Cl.[C:23]([OH:26])(=[O:25])[CH3:24]. Given the product [C:2]12([S:18][CH2:24][C:23]([OH:26])=[O:25])[CH2:11][CH:6]3[CH2:7][CH:8]([CH2:10][CH:4]([CH2:5]3)[CH2:3]1)[CH2:9]2, predict the reactants needed to synthesize it. (2) Given the product [C:1]([C:5]1[CH:33]=[CH:32][C:8]([CH2:9][CH:10]2[N:14]([CH2:15][CH2:16][C:17]3[CH:22]=[CH:21][C:20]([O:23][CH3:24])=[CH:19][CH:18]=3)[C:13](=[O:25])[C:12]3([CH2:30][CH2:29][N:28]([C:39]([NH2:38])=[O:40])[CH2:27][CH2:26]3)[N:11]2[CH3:31])=[CH:7][CH:6]=1)([CH3:4])([CH3:2])[CH3:3], predict the reactants needed to synthesize it. The reactants are: [C:1]([C:5]1[CH:33]=[CH:32][C:8]([CH2:9][CH:10]2[N:14]([CH2:15][CH2:16][C:17]3[CH:22]=[CH:21][C:20]([O:23][CH3:24])=[CH:19][CH:18]=3)[C:13](=[O:25])[C:12]3([CH2:30][CH2:29][NH:28][CH2:27][CH2:26]3)[N:11]2[CH3:31])=[CH:7][CH:6]=1)([CH3:4])([CH3:3])[CH3:2].C[Si]([N:38]=[C:39]=[O:40])(C)C.C([O-])(O)=O.[Na+]. (3) Given the product [Cl:1][C:2]1[CH:3]=[C:4]([F:30])[C:5]([C:24]2[N:25]=[N:26][N:27]([CH3:29])[N:28]=2)=[C:6]([C:8]2[CH:9]=[N:10][C:11]3[CH:12]([NH:17][C:18]([C:20]4([NH:23][C:38]([C:36]5[O:35][N:34]=[C:33]([O:32][CH3:31])[CH:37]=5)=[O:39])[CH2:22][CH2:21]4)=[O:19])[CH2:13][CH2:14][C:15]=3[CH:16]=2)[CH:7]=1, predict the reactants needed to synthesize it. The reactants are: [Cl:1][C:2]1[CH:3]=[C:4]([F:30])[C:5]([C:24]2[N:25]=[N:26][N:27]([CH3:29])[N:28]=2)=[C:6]([C:8]2[CH:9]=[N:10][C:11]3[CH:12]([NH:17][C:18]([C:20]4([NH2:23])[CH2:22][CH2:21]4)=[O:19])[CH2:13][CH2:14][C:15]=3[CH:16]=2)[CH:7]=1.[CH3:31][O:32][C:33]1[CH:37]=[C:36]([C:38](O)=[O:39])[O:35][N:34]=1. (4) Given the product [F:18][CH:2]([F:1])[O:3][C:4]1[CH:12]=[C:11]2[C:7]([C:8]([N:19]=[C:20]=[O:21])=[CH:9][NH:10]2)=[CH:6][CH:5]=1, predict the reactants needed to synthesize it. The reactants are: [F:1][CH:2]([F:18])[O:3][C:4]1[CH:12]=[C:11]2[C:7]([C:8](C(N=[N+]=[N-])=O)=[CH:9][NH:10]2)=[CH:6][CH:5]=1.[N-:19]=[C:20]=[O:21]. (5) Given the product [CH:30]([O:33][C:34]1[N:35]=[C:36]([C:2]2[C:10]3[C:5](=[CH:6][CH:7]=[C:8]([C:11]4[S:12][C:13]([S:16]([CH3:19])(=[O:17])=[O:18])=[N:14][N:15]=4)[CH:9]=3)[N:4]([S:20]([C:23]3[CH:24]=[CH:25][C:26]([CH3:27])=[CH:28][CH:29]=3)(=[O:21])=[O:22])[CH:3]=2)[CH:37]=[CH:38][CH:39]=1)([CH3:32])[CH3:31], predict the reactants needed to synthesize it. The reactants are: I[C:2]1[C:10]2[C:5](=[CH:6][CH:7]=[C:8]([C:11]3[S:12][C:13]([S:16]([CH3:19])(=[O:18])=[O:17])=[N:14][N:15]=3)[CH:9]=2)[N:4]([S:20]([C:23]2[CH:29]=[CH:28][C:26]([CH3:27])=[CH:25][CH:24]=2)(=[O:22])=[O:21])[CH:3]=1.[CH:30]([O:33][C:34]1[CH:39]=[CH:38][CH:37]=[C:36](B2OC(C)(C)C(C)(C)O2)[N:35]=1)([CH3:32])[CH3:31].P([O-])([O-])([O-])=O.[K+].[K+].[K+]. (6) Given the product [NH2:1][CH:2]([C:5]1([CH2:10][CH2:11][CH3:12])[CH2:9][CH2:8][CH:7]([OH:14])[CH2:6]1)[CH2:3][CH3:4], predict the reactants needed to synthesize it. The reactants are: [NH2:1][CH:2]([C:5]1([CH2:10][CH2:11][CH3:12])[CH2:9][CH:8]=[CH:7][CH2:6]1)[CH2:3][CH3:4].B.[OH:14]O.[OH-].[Na+]. (7) Given the product [CH3:33][O:32][C:29]1[CH:30]=[C:31]2[C:26](=[CH:27][C:28]=1[O:34][CH3:35])[N:25]=[CH:24][N:23]=[C:22]2[N:1]1[CH2:2][CH2:3][CH:4]([CH2:7][O:8][C:9](=[O:20])[NH:10][C:11]2[CH:12]=[CH:13][C:14]([CH:17]([CH3:18])[CH3:19])=[CH:15][CH:16]=2)[CH2:5][CH2:6]1, predict the reactants needed to synthesize it. The reactants are: [NH:1]1[CH2:6][CH2:5][CH:4]([CH2:7][O:8][C:9](=[O:20])[NH:10][C:11]2[CH:16]=[CH:15][C:14]([CH:17]([CH3:19])[CH3:18])=[CH:13][CH:12]=2)[CH2:3][CH2:2]1.Cl[C:22]1[C:31]2[C:26](=[CH:27][C:28]([O:34][CH3:35])=[C:29]([O:32][CH3:33])[CH:30]=2)[N:25]=[CH:24][N:23]=1.